From a dataset of Catalyst prediction with 721,799 reactions and 888 catalyst types from USPTO. Predict which catalyst facilitates the given reaction. (1) Reactant: C(Cl)(=O)C(Cl)=O.CS(C)=O.[CH2:11]([N:18]1[CH2:23][CH:22]2[CH:20]([CH:21]2[CH2:24][OH:25])[CH2:19]1)[C:12]1[CH:17]=[CH:16][CH:15]=[CH:14][CH:13]=1.C(N(CC)CC)C. Product: [CH2:11]([N:18]1[CH2:23][CH:22]2[CH:20]([CH:21]2[CH:24]=[O:25])[CH2:19]1)[C:12]1[CH:13]=[CH:14][CH:15]=[CH:16][CH:17]=1. The catalyst class is: 2. (2) Reactant: [S:1]1[C:6]2[CH:7]=[CH:8][CH:9]=[CH:10][C:5]=2[NH:4][C:3](=[O:11])[CH2:2]1.Br[CH2:13][C@H:14]([CH3:24])[CH2:15][O:16][Si:17]([C:20]([CH3:23])([CH3:22])[CH3:21])([CH3:19])[CH3:18].C(=O)([O-])[O-].[Cs+].[Cs+]. The catalyst class is: 3. Product: [Si:17]([O:16][CH2:15][C@@H:14]([CH3:24])[CH2:13][N:4]1[C:5]2[CH:10]=[CH:9][CH:8]=[CH:7][C:6]=2[S:1][CH2:2][C:3]1=[O:11])([C:20]([CH3:21])([CH3:22])[CH3:23])([CH3:18])[CH3:19]. (3) Reactant: [C:1]([C:4]1[S:8][C:7]([CH:9]2[CH2:14][CH2:13][CH2:12][N:11](C(OC(C)(C)C)=O)[CH2:10]2)=[N:6][C:5]=1[C:22]1[CH:27]=[CH:26][C:25]([O:28][C:29]2[CH:34]=[CH:33][CH:32]=[CH:31][CH:30]=2)=[CH:24][CH:23]=1)(=[O:3])[NH2:2].C(O)(C(F)(F)F)=O. Product: [O:28]([C:25]1[CH:24]=[CH:23][C:22]([C:5]2[N:6]=[C:7]([CH:9]3[CH2:14][CH2:13][CH2:12][NH:11][CH2:10]3)[S:8][C:4]=2[C:1]([NH2:2])=[O:3])=[CH:27][CH:26]=1)[C:29]1[CH:34]=[CH:33][CH:32]=[CH:31][CH:30]=1. The catalyst class is: 34. (4) Reactant: [CH2:1]([NH2:8])[CH2:2][CH2:3][CH2:4][CH2:5][CH2:6][CH3:7].[Br:9][CH2:10][C:11](Br)=[O:12]. Product: [Br:9][CH2:10][C:11]([NH:8][CH2:1][CH2:2][CH2:3][CH2:4][CH2:5][CH2:6][CH3:7])=[O:12]. The catalyst class is: 1. (5) Reactant: [CH3:1][Mg]Br.[CH3:4][O:5][C:6]1[CH:15]=[C:14]2[C:9]([CH2:10][CH2:11][CH2:12][C:13]2=[C:16]([C:19]#[N:20])[C:17]#[N:18])=[CH:8][CH:7]=1. Product: [CH3:4][O:5][C:6]1[CH:15]=[C:14]2[C:9]([CH2:10][CH2:11][CH2:12][C:13]2([CH:16]([C:19]#[N:20])[C:17]#[N:18])[CH3:1])=[CH:8][CH:7]=1. The catalyst class is: 356. (6) Reactant: [Br:1]N1C(=O)CCC1=O.[CH3:9][NH:10][C:11]1[CH:16]=[CH:15][C:14]([S:17][C:18]([F:21])([F:20])[F:19])=[CH:13][N:12]=1.C(Cl)(Cl)Cl. Product: [Br:1][C:16]1[C:11]([NH:10][CH3:9])=[N:12][CH:13]=[C:14]([S:17][C:18]([F:19])([F:21])[F:20])[CH:15]=1. The catalyst class is: 6.